This data is from Peptide-MHC class I binding affinity with 185,985 pairs from IEDB/IMGT. The task is: Regression. Given a peptide amino acid sequence and an MHC pseudo amino acid sequence, predict their binding affinity value. This is MHC class I binding data. The peptide sequence is LPAVSSGKN. The MHC is HLA-A02:01 with pseudo-sequence HLA-A02:01. The binding affinity (normalized) is 0.